Dataset: Forward reaction prediction with 1.9M reactions from USPTO patents (1976-2016). Task: Predict the product of the given reaction. Given the reactants C1(C(C2C=CC=CC=2)[N:8]2[C:16]3[C:11](=[CH:12][CH:13]=[CH:14][CH:15]=3)[C:10]3([C:20]4[CH:21]=[CH:22][C:23]([O:25][CH2:26][CH2:27][O:28][CH3:29])=[CH:24][C:19]=4[O:18][CH2:17]3)[C:9]2=[O:30])C=CC=CC=1.C1(C(C2C=CC=CC=2)N2C3C(=CC=CC=3)C3(C4C=C(C)C(OC)=CC=4OC3)C2=O)C=CC=CC=1, predict the reaction product. The product is: [CH3:29][O:28][CH2:27][CH2:26][O:25][C:23]1[CH:22]=[CH:21][C:20]2[C:10]3([CH2:17][O:18][C:19]=2[CH:24]=1)[C:11]1[C:16](=[CH:15][CH:14]=[CH:13][CH:12]=1)[NH:8][C:9]3=[O:30].